Task: Regression. Given two drug SMILES strings and cell line genomic features, predict the synergy score measuring deviation from expected non-interaction effect.. Dataset: NCI-60 drug combinations with 297,098 pairs across 59 cell lines (1) Drug 1: C1C(C(OC1N2C=C(C(=O)NC2=O)F)CO)O. Drug 2: CC(C)NC(=O)C1=CC=C(C=C1)CNNC.Cl. Cell line: SW-620. Synergy scores: CSS=25.5, Synergy_ZIP=-0.619, Synergy_Bliss=-1.40, Synergy_Loewe=-26.5, Synergy_HSA=-0.995. (2) Synergy scores: CSS=30.1, Synergy_ZIP=-13.2, Synergy_Bliss=-19.4, Synergy_Loewe=-11.2, Synergy_HSA=-9.60. Cell line: UO-31. Drug 1: C1=C(C(=O)NC(=O)N1)F. Drug 2: C1C(C(OC1N2C=C(C(=O)NC2=O)F)CO)O. (3) Drug 1: CC1=C(C(=CC=C1)Cl)NC(=O)C2=CN=C(S2)NC3=CC(=NC(=N3)C)N4CCN(CC4)CCO. Drug 2: CCN(CC)CCNC(=O)C1=C(NC(=C1C)C=C2C3=C(C=CC(=C3)F)NC2=O)C. Cell line: MCF7. Synergy scores: CSS=1.90, Synergy_ZIP=-0.804, Synergy_Bliss=1.81, Synergy_Loewe=-0.0539, Synergy_HSA=1.05. (4) Drug 1: C1=CN(C=N1)CC(O)(P(=O)(O)O)P(=O)(O)O. Drug 2: CC1C(C(CC(O1)OC2CC(CC3=C2C(=C4C(=C3O)C(=O)C5=CC=CC=C5C4=O)O)(C(=O)C)O)N)O. Cell line: MALME-3M. Synergy scores: CSS=54.0, Synergy_ZIP=0.0675, Synergy_Bliss=4.57, Synergy_Loewe=-31.8, Synergy_HSA=5.10. (5) Drug 1: CC1=C(C(=CC=C1)Cl)NC(=O)C2=CN=C(S2)NC3=CC(=NC(=N3)C)N4CCN(CC4)CCO. Cell line: SR. Drug 2: C1=CC=C(C(=C1)C(C2=CC=C(C=C2)Cl)C(Cl)Cl)Cl. Synergy scores: CSS=-4.63, Synergy_ZIP=3.16, Synergy_Bliss=-2.86, Synergy_Loewe=-9.05, Synergy_HSA=-9.36. (6) Drug 1: CS(=O)(=O)C1=CC(=C(C=C1)C(=O)NC2=CC(=C(C=C2)Cl)C3=CC=CC=N3)Cl. Drug 2: CC=C1C(=O)NC(C(=O)OC2CC(=O)NC(C(=O)NC(CSSCCC=C2)C(=O)N1)C(C)C)C(C)C. Cell line: K-562. Synergy scores: CSS=37.5, Synergy_ZIP=-1.62, Synergy_Bliss=3.28, Synergy_Loewe=-26.0, Synergy_HSA=3.73. (7) Drug 1: CCC(=C(C1=CC=CC=C1)C2=CC=C(C=C2)OCCN(C)C)C3=CC=CC=C3.C(C(=O)O)C(CC(=O)O)(C(=O)O)O. Cell line: OVCAR-4. Synergy scores: CSS=27.9, Synergy_ZIP=-2.41, Synergy_Bliss=-1.69, Synergy_Loewe=-17.0, Synergy_HSA=2.82. Drug 2: CC1C(C(CC(O1)OC2CC(CC3=C2C(=C4C(=C3O)C(=O)C5=CC=CC=C5C4=O)O)(C(=O)C)O)N)O.